This data is from CYP3A4 inhibition data for predicting drug metabolism from PubChem BioAssay. The task is: Regression/Classification. Given a drug SMILES string, predict its absorption, distribution, metabolism, or excretion properties. Task type varies by dataset: regression for continuous measurements (e.g., permeability, clearance, half-life) or binary classification for categorical outcomes (e.g., BBB penetration, CYP inhibition). Dataset: cyp3a4_veith. (1) The molecule is O=C(Nc1ccc(/C=C/c2nc3ccccc3o2)cc1)c1ccc(F)cc1. The result is 0 (non-inhibitor). (2) The molecule is COc1ccccc1NC(=O)Cn1cncc1-c1ccc([N+](=O)[O-])cc1. The result is 1 (inhibitor).